This data is from CYP1A2 inhibition data for predicting drug metabolism from PubChem BioAssay. The task is: Regression/Classification. Given a drug SMILES string, predict its absorption, distribution, metabolism, or excretion properties. Task type varies by dataset: regression for continuous measurements (e.g., permeability, clearance, half-life) or binary classification for categorical outcomes (e.g., BBB penetration, CYP inhibition). Dataset: cyp1a2_veith. The molecule is c1ccc(N2CC[C@@]3(CCCNC3)C2)nc1. The result is 0 (non-inhibitor).